Dataset: NCI-60 drug combinations with 297,098 pairs across 59 cell lines. Task: Regression. Given two drug SMILES strings and cell line genomic features, predict the synergy score measuring deviation from expected non-interaction effect. (1) Cell line: NCI-H522. Drug 1: CC1OCC2C(O1)C(C(C(O2)OC3C4COC(=O)C4C(C5=CC6=C(C=C35)OCO6)C7=CC(=C(C(=C7)OC)O)OC)O)O. Drug 2: CC1=C(C(=CC=C1)Cl)NC(=O)C2=CN=C(S2)NC3=CC(=NC(=N3)C)N4CCN(CC4)CCO. Synergy scores: CSS=39.1, Synergy_ZIP=1.32, Synergy_Bliss=1.60, Synergy_Loewe=6.09, Synergy_HSA=7.68. (2) Drug 1: CC12CCC(CC1=CCC3C2CCC4(C3CC=C4C5=CN=CC=C5)C)O. Drug 2: CC12CCC3C(C1CCC2O)C(CC4=C3C=CC(=C4)O)CCCCCCCCCS(=O)CCCC(C(F)(F)F)(F)F. Cell line: SK-MEL-2. Synergy scores: CSS=5.79, Synergy_ZIP=7.10, Synergy_Bliss=13.0, Synergy_Loewe=9.47, Synergy_HSA=10.1.